This data is from Forward reaction prediction with 1.9M reactions from USPTO patents (1976-2016). The task is: Predict the product of the given reaction. Given the reactants [F:1][C:2]1[C:3]([NH:26][CH:27]2[CH2:30][N:29](C(OC(C)(C)C)=O)[CH2:28]2)=[N:4][C:5]([C:8]2[CH:12]=[C:11]([C:13]3[CH:17]=[CH:16][O:15][N:14]=3)[N:10]([CH2:18][C:19]3[CH:24]=[CH:23][CH:22]=[CH:21][C:20]=3[F:25])[N:9]=2)=[N:6][CH:7]=1.[ClH:38], predict the reaction product. The product is: [NH:29]1[CH2:28][CH:27]([NH:26][C:3]2[C:2]([F:1])=[CH:7][N:6]=[C:5]([C:8]3[CH:12]=[C:11]([C:13]4[CH:17]=[CH:16][O:15][N:14]=4)[N:10]([CH2:18][C:19]4[CH:24]=[CH:23][CH:22]=[CH:21][C:20]=4[F:25])[N:9]=3)[N:4]=2)[CH2:30]1.[ClH:38].[NH:29]1[CH2:28][CH:27]([NH:26][C:3]2[C:2]([F:1])=[CH:7][N:6]=[C:5]([C:8]3[CH:12]=[C:11]([C:13]4[CH:17]=[CH:16][O:15][N:14]=4)[N:10]([CH2:18][C:19]4[CH:24]=[CH:23][CH:22]=[CH:21][C:20]=4[F:25])[N:9]=3)[N:4]=2)[CH2:30]1.